This data is from Experimental lipophilicity measurements (octanol/water distribution) for 4,200 compounds from AstraZeneca. The task is: Regression/Classification. Given a drug SMILES string, predict its absorption, distribution, metabolism, or excretion properties. Task type varies by dataset: regression for continuous measurements (e.g., permeability, clearance, half-life) or binary classification for categorical outcomes (e.g., BBB penetration, CYP inhibition). For this dataset (lipophilicity_astrazeneca), we predict Y. (1) The molecule is O=C(N[C@@H]1Cc2ccccc2N(C[C@@H](O)CO)C1=O)c1cc2cc(Cl)sc2[nH]1. The Y is 3.27 logD. (2) The molecule is O=C(O)[C@H](Cc1ccccc1)N1CCC(CN2CCC(Oc3ccc(Cl)c(Cl)c3)CC2)CC1. The Y is 2.50 logD.